From a dataset of Catalyst prediction with 721,799 reactions and 888 catalyst types from USPTO. Predict which catalyst facilitates the given reaction. (1) Reactant: [CH3:1][O:2][C:3]1[CH:4]=[C:5]([CH:8]=[CH:9][C:10]=1[O:11][CH2:12][C:13]1[N:14]=[C:15]([C:19]2[CH:24]=[CH:23][CH:22]=[CH:21][CH:20]=2)[S:16][C:17]=1[CH3:18])[CH:6]=[O:7].C(O)C.[BH4-].[Na+].O. Product: [CH3:1][O:2][C:3]1[CH:4]=[C:5]([CH2:6][OH:7])[CH:8]=[CH:9][C:10]=1[O:11][CH2:12][C:13]1[N:14]=[C:15]([C:19]2[CH:24]=[CH:23][CH:22]=[CH:21][CH:20]=2)[S:16][C:17]=1[CH3:18]. The catalyst class is: 7. (2) Reactant: [F:1][C:2]1[C:11]([NH:12][S:13]([C:16]2[CH:21]=[CH:20][C:19]([NH:22]C(=O)C(F)(F)F)=[CH:18][C:17]=2[CH2:29][C:30](OC)=[O:31])(=[O:15])=[O:14])=[CH:10][C:5]2[B:6]([OH:9])[O:7][CH2:8][C:4]=2[CH:3]=1.[OH-].[NH3:35]. Product: [NH2:22][C:19]1[CH:20]=[CH:21][C:16]([S:13](=[O:14])(=[O:15])[NH:12][C:11]2[C:2]([F:1])=[CH:3][C:4]3[CH2:8][O:7][B:6]([OH:9])[C:5]=3[CH:10]=2)=[C:17]([CH2:29][C:30]([NH2:35])=[O:31])[CH:18]=1. The catalyst class is: 5. (3) Reactant: [C:1]([O:5][C:6]([NH:8][C:9]([CH:28]=O)([CH2:15][CH2:16][CH2:17][CH2:18][B:19]1[O:23][C:22]([CH3:25])([CH3:24])[C:21]([CH3:27])([CH3:26])[O:20]1)[C:10]([O:12][CH2:13][CH3:14])=[O:11])=[O:7])([CH3:4])([CH3:3])[CH3:2].[CH2:30]([NH2:33])[CH2:31][CH3:32].C(O[BH-](OC(=O)C)OC(=O)C)(=O)C.[Na+].C(=O)(O)[O-].[Na+]. The catalyst class is: 478. Product: [C:1]([O:5][C:6]([NH:8][C:9]([CH2:28][NH:33][CH2:30][CH2:31][CH3:32])([CH2:15][CH2:16][CH2:17][CH2:18][B:19]1[O:23][C:22]([CH3:25])([CH3:24])[C:21]([CH3:26])([CH3:27])[O:20]1)[C:10]([O:12][CH2:13][CH3:14])=[O:11])=[O:7])([CH3:2])([CH3:4])[CH3:3]. (4) Reactant: [CH:1]1([OH:8])[CH2:6][CH2:5][CH2:4][CH:3]([OH:7])[CH2:2]1.[H-].[Na+].[CH2:11](Br)[C:12]1[CH:17]=[CH:16][CH:15]=[CH:14][CH:13]=1.CS(C)=O. The catalyst class is: 1. Product: [CH2:11]([O:7][CH:3]1[CH2:4][CH2:5][CH2:6][CH:1]([OH:8])[CH2:2]1)[C:12]1[CH:17]=[CH:16][CH:15]=[CH:14][CH:13]=1. (5) Reactant: [CH2:1]([C@@H:8]([C:20](=[O:74])[NH:21][CH2:22][CH2:23][CH2:24][NH:25][C@@H:26]([C@H:34]([CH:36]1[C@@H:40]([O:41][Si:42]([C:45]([CH3:48])([CH3:47])[CH3:46])([CH3:44])[CH3:43])[C@@H:39]([O:49][Si:50]([C:53]([CH3:56])([CH3:55])[CH3:54])([CH3:52])[CH3:51])[C@H:38]([N:57]2[CH:62]=[CH:61][C:60](=[O:63])[N:59]([CH2:64][C:65]3[CH:70]=[CH:69][C:68]([O:71][CH3:72])=[CH:67][CH:66]=3)[C:58]2=[O:73])[O:37]1)[OH:35])[C:27]([O:29][C:30]([CH3:33])([CH3:32])[CH3:31])=[O:28])[NH:9]C(=O)OCC1C=CC=CC=1)[C:2]1[CH:7]=[CH:6][CH:5]=[CH:4][CH:3]=1. Product: [NH2:9][C@@H:8]([CH2:1][C:2]1[CH:3]=[CH:4][CH:5]=[CH:6][CH:7]=1)[C:20]([NH:21][CH2:22][CH2:23][CH2:24][NH:25][C@@H:26]([C@H:34]([CH:36]1[C@@H:40]([O:41][Si:42]([C:45]([CH3:46])([CH3:47])[CH3:48])([CH3:43])[CH3:44])[C@@H:39]([O:49][Si:50]([C:53]([CH3:54])([CH3:55])[CH3:56])([CH3:52])[CH3:51])[C@H:38]([N:57]2[CH:62]=[CH:61][C:60](=[O:63])[N:59]([CH2:64][C:65]3[CH:70]=[CH:69][C:68]([O:71][CH3:72])=[CH:67][CH:66]=3)[C:58]2=[O:73])[O:37]1)[OH:35])[C:27]([O:29][C:30]([CH3:32])([CH3:33])[CH3:31])=[O:28])=[O:74]. The catalyst class is: 19. (6) Reactant: [CH2:1]([O:8][CH2:9][C:10]1[CH2:14][CH2:13][C:12](=[O:15])[CH:11]=1)[C:2]1[CH:7]=[CH:6][CH:5]=[CH:4][CH:3]=1.Cl. Product: [CH2:1]([O:8][CH2:9][C@@H:10]1[CH2:14][CH2:13][C:12](=[O:15])[CH2:11]1)[C:2]1[CH:7]=[CH:6][CH:5]=[CH:4][CH:3]=1. The catalyst class is: 28. (7) Reactant: C[O:2][C:3](=O)[CH2:4][CH2:5][CH:6]1[CH2:10][CH2:9][CH:8]([C:11]2[CH:16]=[CH:15][C:14]([F:17])=[CH:13][CH:12]=2)[N:7]1[S:18]([C:21]1[CH:26]=[CH:25][C:24]([CH3:27])=[CH:23][CH:22]=1)(=[O:20])=[O:19].[H-].[Al+3].[Li+].[H-].[H-].[H-].CCCCCC. Product: [F:17][C:14]1[CH:13]=[CH:12][C:11]([CH:8]2[N:7]([S:18]([C:21]3[CH:22]=[CH:23][C:24]([CH3:27])=[CH:25][CH:26]=3)(=[O:20])=[O:19])[CH:6]([CH2:5][CH2:4][CH2:3][OH:2])[CH2:10][CH2:9]2)=[CH:16][CH:15]=1. The catalyst class is: 1. (8) Reactant: [CH3:1][O:2][C:3](=[O:22])[C@@H:4]([NH:14]C(OC(C)(C)C)=O)[CH2:5][C:6]1[CH:11]=[C:10]([F:12])[CH:9]=[C:8]([F:13])[CH:7]=1.C(OC(N[C@@H](CC1C=C(F)C=C(F)C=1)C(OC)=O)=O)C1C=CC=CC=1.Cl.C(=O)(O)[O-].[Na+]. Product: [NH2:14][C@@H:4]([CH2:5][C:6]1[CH:7]=[C:8]([F:13])[CH:9]=[C:10]([F:12])[CH:11]=1)[C:3]([O:2][CH3:1])=[O:22]. The catalyst class is: 5. (9) Reactant: Br[C:2]1[CH:7]=[CH:6][C:5]([C:8]([F:11])([F:10])[F:9])=[CH:4][C:3]=1[S:12]([N:15]1[CH2:20][CH2:19][N:18]([C:21]([O:23][C:24]([CH3:27])([CH3:26])[CH3:25])=[O:22])[C@@H:17]([CH3:28])[CH2:16]1)(=[O:14])=[O:13].[C:29](=O)([O-])[O-].[K+].[K+].CB1OB(C)OB(C)O1. Product: [CH3:28][C@H:17]1[CH2:16][N:15]([S:12]([C:3]2[CH:4]=[C:5]([C:8]([F:11])([F:10])[F:9])[CH:6]=[CH:7][C:2]=2[CH3:29])(=[O:14])=[O:13])[CH2:20][CH2:19][N:18]1[C:21]([O:23][C:24]([CH3:27])([CH3:26])[CH3:25])=[O:22]. The catalyst class is: 77. (10) Reactant: C(OC(N1CCCN([C:15]2[CH:24]=[CH:23][CH:22]=[C:21]3[C:16]=2[CH:17]=[C:18](SC2C=CC(C(C)C)=CC=2)[CH:19]=[N:20]3)CC1)=O)(C)(C)C.[CH3:35]O. Product: [NH2:20][C:21]1[C:16]2[C:15](=[CH:35][CH:19]=[CH:18][CH:17]=2)[CH:24]=[CH:23][CH:22]=1. The catalyst class is: 45.